The task is: Predict which catalyst facilitates the given reaction.. This data is from Catalyst prediction with 721,799 reactions and 888 catalyst types from USPTO. Reactant: [NH2:1][C:2]1[CH:11]=[CH:10][C:9]2[CH2:8][CH2:7][CH2:6][CH2:5][C:4]=2[C:3]=1[C:12]([O:14][CH3:15])=[O:13].[N+:16]([C:19]1[CH:24]=[CH:23][CH:22]=[CH:21][C:20]=1[S:25](Cl)(=[O:27])=[O:26])([O-:18])=[O:17]. Product: [N+:16]([C:19]1[CH:24]=[CH:23][CH:22]=[CH:21][C:20]=1[S:25]([NH:1][C:2]1[CH:11]=[CH:10][C:9]2[CH2:8][CH2:7][CH2:6][CH2:5][C:4]=2[C:3]=1[C:12]([O:14][CH3:15])=[O:13])(=[O:27])=[O:26])([O-:18])=[O:17]. The catalyst class is: 17.